From a dataset of Catalyst prediction with 721,799 reactions and 888 catalyst types from USPTO. Predict which catalyst facilitates the given reaction. (1) Reactant: C(N(C(C)C)CC)(C)C.[CH2:10]([NH:12][C:13]([NH:15][C:16]1[N:21]=[CH:20][C:19]([C:22]2[CH:23]=[N:24][CH:25]=[C:26]([C:28]([NH:30][NH2:31])=[O:29])[CH:27]=2)=[C:18]([C:32]2[CH:37]=[CH:36][C:35]([N:38]3[CH2:43][CH2:42][O:41][CH2:40][CH2:39]3)=[CH:34][CH:33]=2)[CH:17]=1)=[O:14])[CH3:11].[C:44](N1C=CN=C1)(N1C=CN=C1)=[O:45]. Product: [CH2:10]([NH:12][C:13]([NH:15][C:16]1[N:21]=[CH:20][C:19]([C:22]2[CH:23]=[N:24][CH:25]=[C:26]([C:28]3[O:29][C:44](=[O:45])[NH:31][N:30]=3)[CH:27]=2)=[C:18]([C:32]2[CH:33]=[CH:34][C:35]([N:38]3[CH2:39][CH2:40][O:41][CH2:42][CH2:43]3)=[CH:36][CH:37]=2)[CH:17]=1)=[O:14])[CH3:11]. The catalyst class is: 3. (2) Reactant: [NH2:1][C:2]1[N:7]=[C:6]([NH:8][C@H:9]([C:11]2[N:12]([C:30]3[CH:35]=[CH:34][CH:33]=[CH:32][CH:31]=3)[C:13](=[O:29])[C:14]3[C:19]([CH:20]=2)=[CH:18][CH:17]=[CH:16][C:15]=3[C:21]2[CH:26]=[CH:25][N:24]=[C:23]([O:27][CH3:28])[CH:22]=2)[CH3:10])[C:5]([C:36](O)=[O:37])=[CH:4][N:3]=1.[CH2:39]([N:41]=[C:42]=NCCCN(C)C)C.OC1C2N=NNC=2C=CC=1.CNC.C(N(CC)C(C)C)(C)C. Product: [NH2:1][C:2]1[N:7]=[C:6]([NH:8][C@H:9]([C:11]2[N:12]([C:30]3[CH:31]=[CH:32][CH:33]=[CH:34][CH:35]=3)[C:13](=[O:29])[C:14]3[C:19]([CH:20]=2)=[CH:18][CH:17]=[CH:16][C:15]=3[C:21]2[CH:26]=[CH:25][N:24]=[C:23]([O:27][CH3:28])[CH:22]=2)[CH3:10])[C:5]([C:36]([N:41]([CH3:42])[CH3:39])=[O:37])=[CH:4][N:3]=1. The catalyst class is: 9. (3) Reactant: [NH2:1][CH2:2][CH2:3][C:4]1[CH:9]=[CH:8][C:7]([S:10]([C:13]2[CH:14]=[CH:15][C:16]([OH:25])=[C:17]([CH2:19][C:20]([O:22][CH2:23][CH3:24])=[O:21])[CH:18]=2)(=[O:12])=[O:11])=[CH:6][CH:5]=1.[CH:26](=O)[C:27]1[CH:32]=[CH:31][CH:30]=[CH:29][CH:28]=1. Product: [CH2:26]([NH:1][CH2:2][CH2:3][C:4]1[CH:9]=[CH:8][C:7]([S:10]([C:13]2[CH:14]=[CH:15][C:16]([OH:25])=[C:17]([CH2:19][C:20]([O:22][CH2:23][CH3:24])=[O:21])[CH:18]=2)(=[O:12])=[O:11])=[CH:6][CH:5]=1)[C:27]1[CH:32]=[CH:31][CH:30]=[CH:29][CH:28]=1. The catalyst class is: 22. (4) Reactant: [Br:1][C:2]1[C:3]([F:14])=[CH:4][CH:5]=[C:6]2[C:11]=1[NH:10][C:9](=O)[C:8]([CH3:13])=[N:7]2.[C:15]([NH2:19])([CH3:18])([CH3:17])[CH3:16]. Product: [Br:1][C:2]1[C:3]([F:14])=[CH:4][CH:5]=[C:6]2[C:11]=1[N:10]=[C:9]([NH:19][C:15]([CH3:18])([CH3:17])[CH3:16])[C:8]([CH3:13])=[N:7]2. The catalyst class is: 16. (5) Reactant: [CH3:1]I.[CH3:3][C:4]1([CH3:11])[NH:8][C:7](=[O:9])[NH:6][C:5]1=[O:10].[OH-].[Na+]. Product: [CH3:1][N:6]1[C:5](=[O:10])[C:4]([CH3:11])([CH3:3])[NH:8][C:7]1=[O:9]. The catalyst class is: 14. (6) The catalyst class is: 54. Product: [F:34][C:11]1[CH:10]=[C:9]([O:8][C:6]2[CH:5]=[CH:4][N:3]=[C:2]([NH:1][C:40]([N:37]3[CH2:47][CH:46]([OH:45])[CH2:51]3)=[O:53])[CH:7]=2)[C:14]([F:15])=[CH:13][C:12]=1[NH:16][C:17]([CH2:19][C:20]1([CH2:23][C:24]([NH:26][C:27]2[CH:28]=[CH:29][C:30]([F:33])=[CH:31][CH:32]=2)=[O:25])[CH2:22][CH2:21]1)=[O:18]. Reactant: [NH2:1][C:2]1[CH:7]=[C:6]([O:8][C:9]2[C:14]([F:15])=[CH:13][C:12]([NH:16][C:17]([CH2:19][C:20]3([CH2:23][C:24]([NH:26][C:27]4[CH:32]=[CH:31][C:30]([F:33])=[CH:29][CH:28]=4)=[O:25])[CH2:22][CH2:21]3)=[O:18])=[C:11]([F:34])[CH:10]=2)[CH:5]=[CH:4][N:3]=1.C([N:37]([CH2:40]C)CC)C.ClC([O:45][C:46]1[CH:51]=CC=C[CH:47]=1)=O.C(=O)([O-])[OH:53].[Na+]. (7) Reactant: [C:1]([N:5]1[C@H:9]([CH2:10]O)[C@@H:8]([C:12]2[CH:17]=[CH:16][C:15]([S:18]([CH3:21])(=[O:20])=[O:19])=[CH:14][CH:13]=2)[O:7][C:6]1([CH3:23])[CH3:22])(=[O:4])[CH2:2][CH3:3].C(N(CC)C(F)(F)C(F)C(F)(F)[F:30])C. Product: [C:1]([N:5]1[C@H:9]([CH2:10][F:30])[C@@H:8]([C:12]2[CH:17]=[CH:16][C:15]([S:18]([CH3:21])(=[O:20])=[O:19])=[CH:14][CH:13]=2)[O:7][C:6]1([CH3:23])[CH3:22])(=[O:4])[CH2:2][CH3:3]. The catalyst class is: 2. (8) Reactant: [Br:1][C:2]1[CH:3]=[CH:4][C:5]([CH:8]2[CH2:17][CH2:16][C:11]3(OCC[O:12]3)[CH2:10][CH2:9]2)=[N:6][CH:7]=1.O.[OH-].[Na+]. Product: [Br:1][C:2]1[CH:3]=[CH:4][C:5]([CH:8]2[CH2:9][CH2:10][C:11](=[O:12])[CH2:16][CH2:17]2)=[N:6][CH:7]=1. The catalyst class is: 55. (9) Reactant: [Br:1][C:2]1[CH:7]=[CH:6][C:5]([C@H:8]2[CH2:13][CH2:12][N:11](C([C@@]34C(C)(C)[C@@](C)(CC3)C(=O)O4)=O)[CH2:10][C@@H:9]2[O:27][CH2:28][C:29]2[CH:38]=[CH:37][C:36]3[C:31](=[CH:32][CH:33]=[CH:34][CH:35]=3)[CH:30]=2)=[CH:4][CH:3]=1.CNC(NCCC[C@H](N)C(O)=O)=NC.C(O)(=O)C. Product: [Br:1][C:2]1[CH:7]=[CH:6][C:5]([C@H:8]2[CH2:13][CH2:12][NH:11][CH2:10][C@@H:9]2[O:27][CH2:28][C:29]2[CH:38]=[CH:37][C:36]3[C:31](=[CH:32][CH:33]=[CH:34][CH:35]=3)[CH:30]=2)=[CH:4][CH:3]=1. The catalyst class is: 7. (10) Reactant: [CH3:1][C:2]1[CH:3]=[C:4]([C:8](=[O:12])[C@H:9](O)[CH3:10])[CH:5]=[CH:6][CH:7]=1.CN(C1C2C(N(C)C)=CC=CC=2C=CC=1)C.S(OS(C(F)(F)F)(=O)=O)(C(F)(F)F)(=O)=O.[NH2:44][C:45]([CH3:49])([CH3:48])[CH2:46][OH:47]. Product: [C:2]1([CH3:1])[CH:7]=[CH:6][CH:5]=[C:4]([C@:8]2([OH:12])[O:47][CH2:46][C:45]([CH3:49])([CH3:48])[NH:44][C@H:9]2[CH3:10])[CH:3]=1. The catalyst class is: 10.